From a dataset of Forward reaction prediction with 1.9M reactions from USPTO patents (1976-2016). Predict the product of the given reaction. (1) Given the reactants S([O-])(O)(=O)=O.[Na+].[CH2:7]([O:11][CH2:12][CH2:13][CH2:14][CH2:15]OC=C)[CH:8]1[O:10][CH2:9]1.C(=O)([O-])[OH:20].[Na+], predict the reaction product. The product is: [CH2:7]([O:11][CH:12]([OH:20])[CH2:13][CH2:14][CH3:15])[CH:8]1[O:10][CH2:9]1. (2) The product is: [CH2:1]([O:8][C:9]1[CH:14]=[CH:13][C:12]([S:15]([NH:18][C@@H:19]2[CH2:24][CH2:23][N:22]([C:25]([O:27][C:28]([CH3:31])([CH3:29])[CH3:30])=[O:26])[CH2:21][C@@:20]2([C:32](=[O:33])[NH:72][O:71][C:67]([CH3:70])([CH3:69])[CH3:68])[CH3:36])(=[O:17])=[O:16])=[CH:11][CH:10]=1)[C:2]1[CH:3]=[CH:4][CH:5]=[CH:6][CH:7]=1. Given the reactants [CH2:1]([O:8][C:9]1[CH:14]=[CH:13][C:12]([S:15]([NH:18][C@@H:19]2[CH2:24][CH2:23][N:22]([C:25]([O:27][C:28]([CH3:31])([CH3:30])[CH3:29])=[O:26])[CH2:21][C@:20]2([CH3:36])[C:32](OC)=[O:33])(=[O:17])=[O:16])=[CH:11][CH:10]=1)[C:2]1[CH:7]=[CH:6][CH:5]=[CH:4][CH:3]=1.[OH-].[Na+].F[P-](F)(F)(F)(F)F.N1(O[P+](N(C)C)(N(C)C)N(C)C)C2C=CC=CC=2N=N1.Cl.[C:67]([O:71][NH2:72])([CH3:70])([CH3:69])[CH3:68], predict the reaction product. (3) Given the reactants [Br:1][C:2]1[CH:3]=[CH:4][C:5]([F:10])=[C:6]([CH:9]=1)[CH:7]=[O:8].[CH2:11](O)[CH2:12][OH:13].CC1C=CC(S(O)(=O)=O)=CC=1, predict the reaction product. The product is: [Br:1][C:2]1[CH:3]=[CH:4][C:5]([F:10])=[C:6]([CH:7]2[O:13][CH2:12][CH2:11][O:8]2)[CH:9]=1. (4) Given the reactants ClC1C(OC2C=CC(OC(F)(F)F)=C(Cl)C=2)=CC(F)=C(C=1)C(OC(C)(C)C)=O.[Cl:29][C:30]1[C:31]([CH2:44][O:45][C:46]2[CH:51]=[CH:50][C:49]([Cl:52])=[C:48]([C:53]([F:56])([F:55])[F:54])[CH:47]=2)=[CH:32][C:33]([F:43])=[C:34]([CH:42]=1)[C:35]([O:37]C(C)(C)C)=[O:36], predict the reaction product. The product is: [Cl:29][C:30]1[C:31]([CH2:44][O:45][C:46]2[CH:51]=[CH:50][C:49]([Cl:52])=[C:48]([C:53]([F:56])([F:55])[F:54])[CH:47]=2)=[CH:32][C:33]([F:43])=[C:34]([CH:42]=1)[C:35]([OH:37])=[O:36].